Dataset: Full USPTO retrosynthesis dataset with 1.9M reactions from patents (1976-2016). Task: Predict the reactants needed to synthesize the given product. Given the product [C:1]([O:4][CH2:5][C@@H:6]1[C@@H:11]([O:12][C:13](=[O:15])[CH3:14])[C@H:10]([O:16][C:17](=[O:19])[CH3:18])[C@H:9]([O:20][C:21](=[O:23])[CH3:22])[C@:8]2([CH2:32][CH2:31][C:30]3[C:25](=[CH:26][CH:27]=[C:28]([B:55]4[O:56][C:57]([CH3:62])([CH3:63])[C:58]([CH3:60])([CH3:61])[O:59]4)[CH:29]=3)[O:24]2)[O:7]1)(=[O:3])[CH3:2], predict the reactants needed to synthesize it. The reactants are: [C:1]([O:4][CH2:5][C@@H:6]1[C@@H:11]([O:12][C:13](=[O:15])[CH3:14])[C@H:10]([O:16][C:17](=[O:19])[CH3:18])[C@H:9]([O:20][C:21](=[O:23])[CH3:22])[C@:8]2([CH2:32][CH2:31][C:30]3[C:25](=[CH:26][CH:27]=[C:28](OS(C(F)(F)F)(=O)=O)[CH:29]=3)[O:24]2)[O:7]1)(=[O:3])[CH3:2].CC([O-])=O.[K+].[B:55]1([B:55]2[O:59][C:58]([CH3:61])([CH3:60])[C:57]([CH3:63])([CH3:62])[O:56]2)[O:59][C:58]([CH3:61])([CH3:60])[C:57]([CH3:63])([CH3:62])[O:56]1.C(Cl)Cl.